Dataset: Forward reaction prediction with 1.9M reactions from USPTO patents (1976-2016). Task: Predict the product of the given reaction. (1) Given the reactants [Cl-].O[NH3+:3].[C:4](=[O:7])([O-])[OH:5].[Na+].CS(C)=O.[CH2:13]([C:17]1[N:22]2[N:23]=[CH:24][N:25]=[C:21]2[N:20]([C@H:26]2[CH2:31][CH2:30][C@H:29]([O:32][CH:33]([CH3:38])[C:34]([OH:37])([CH3:36])[CH3:35])[CH2:28][CH2:27]2)[C:19](=[O:39])[C:18]=1[CH2:40][C:41]1[CH:46]=[CH:45][C:44]([C:47]2[C:48]([C:53]#[N:54])=[CH:49][CH:50]=[CH:51][CH:52]=2)=[CH:43][CH:42]=1)[CH2:14][CH2:15][CH3:16], predict the reaction product. The product is: [CH2:13]([C:17]1[N:22]2[N:23]=[CH:24][N:25]=[C:21]2[N:20]([C@H:26]2[CH2:31][CH2:30][C@H:29]([O:32][CH:33]([CH3:38])[C:34]([OH:37])([CH3:36])[CH3:35])[CH2:28][CH2:27]2)[C:19](=[O:39])[C:18]=1[CH2:40][C:41]1[CH:46]=[CH:45][C:44]([C:47]2[CH:52]=[CH:51][CH:50]=[CH:49][C:48]=2[C:53]2[NH:3][C:4](=[O:7])[O:5][N:54]=2)=[CH:43][CH:42]=1)[CH2:14][CH2:15][CH3:16]. (2) Given the reactants [CH2:1]([C:8]1[NH:9][C:10]2[C:15]([CH:16]=1)=[CH:14][C:13]([N+:17]([O-:19])=[O:18])=[CH:12][CH:11]=2)[C:2]1[CH:7]=[CH:6][CH:5]=[CH:4][CH:3]=1.Cl.Cl[CH2:22][CH2:23][CH:24]1[CH2:28][CH2:27][CH2:26][N:25]1[CH3:29].C(=O)([O-])[O-].[K+].[K+], predict the reaction product. The product is: [CH2:1]([C:8]1[N:9]([CH2:22][CH2:23][CH:24]2[CH2:28][CH2:27][CH2:26][N:25]2[CH3:29])[C:10]2[C:15]([CH:16]=1)=[CH:14][C:13]([N+:17]([O-:19])=[O:18])=[CH:12][CH:11]=2)[C:2]1[CH:7]=[CH:6][CH:5]=[CH:4][CH:3]=1. (3) Given the reactants [Si]([O:8][C@H:9]([C:23]1[CH:32]=[CH:31][C:30]([OH:33])=[C:29]2[C:24]=1[CH:25]=[CH:26][C:27](=[O:34])[NH:28]2)[CH2:10][NH:11][CH:12]1[CH2:17][CH2:16][N:15]([CH2:18][CH2:19][C:20]([OH:22])=O)[CH2:14][CH2:13]1)(C(C)(C)C)(C)C.CN(C(ON1N=NC2C=CC=NC1=2)=[N+](C)C)C.F[P-](F)(F)(F)(F)F.C(N(CC)CC)C.[Cl:66][C:67]1[CH:72]=[CH:71][C:70]([Cl:73])=[CH:69][C:68]=1[CH2:74][NH2:75], predict the reaction product. The product is: [Cl:66][C:67]1[CH:72]=[CH:71][C:70]([Cl:73])=[CH:69][C:68]=1[CH2:74][NH:75][C:20](=[O:22])[CH2:19][CH2:18][N:15]1[CH2:16][CH2:17][CH:12]([NH:11][CH2:10][C@H:9]([OH:8])[C:23]2[CH:32]=[CH:31][C:30]([OH:33])=[C:29]3[C:24]=2[CH:25]=[CH:26][C:27](=[O:34])[NH:28]3)[CH2:13][CH2:14]1. (4) Given the reactants [OH:1][N:2]=[C:3]([C:5]1[C:6]([I:22])=[C:7]([C:15]2[CH:20]=[CH:19][C:18]([OH:21])=[CH:17][CH:16]=2)[CH:8]=[C:9]([C:11]([F:14])([F:13])[F:12])[CH:10]=1)[NH2:4].[CH3:23][C:24]([CH3:26])=O, predict the reaction product. The product is: [CH3:23][C:24]1([CH3:26])[O:1][N:2]=[C:3]([C:5]2[C:6]([I:22])=[C:7]([C:15]3[CH:20]=[CH:19][C:18]([OH:21])=[CH:17][CH:16]=3)[CH:8]=[C:9]([C:11]([F:13])([F:14])[F:12])[CH:10]=2)[NH:4]1. (5) The product is: [CH3:2][CH:3]([CH3:5])[CH2:4][CH:7]=[CH:8][C:9]([OH:11])=[O:10]. Given the reactants C(=O)[CH2:2][CH:3]([CH3:5])[CH3:4].[C:7](O)(=O)[CH2:8][C:9]([OH:11])=[O:10].N1CCCCC1, predict the reaction product. (6) Given the reactants I[C:2]1[C:6]([CH:7]=[O:8])=[CH:5][N:4]([CH:9]2[CH2:14][CH2:13][CH2:12][CH2:11][O:10]2)[N:3]=1.[Cl:15][C:16]1[CH:17]=[C:18](B(O)O)[CH:19]=[CH:20][C:21]=1[O:22][CH:23]([CH3:25])[CH3:24].C(=O)([O-])[O-].[K+].[K+], predict the reaction product. The product is: [Cl:15][C:16]1[CH:17]=[C:18]([C:2]2[C:6]([CH:7]=[O:8])=[CH:5][N:4]([CH:9]3[CH2:14][CH2:13][CH2:12][CH2:11][O:10]3)[N:3]=2)[CH:19]=[CH:20][C:21]=1[O:22][CH:23]([CH3:25])[CH3:24]. (7) Given the reactants [CH3:1][C:2]1[CH:10]=[CH:9][CH:8]=[C:7]2[C:3]=1[CH:4]=[CH:5][N:6]2[C@@H:11]1[O:28][C@H:27]([CH2:29][O:30]C(=O)C)[C@@H:22]([O:23]C(=O)C)[C@H:17]([O:18]C(=O)C)[C@H:12]1[O:13]C(=O)C.[CH2:34]([C:36]1[CH:44]=[CH:43][C:39]([C:40](Cl)=O)=[CH:38][CH:37]=1)[CH3:35], predict the reaction product. The product is: [CH2:34]([C:36]1[CH:44]=[CH:43][C:39]([CH2:40][C:4]2[C:3]3[C:7](=[CH:8][CH:9]=[CH:10][C:2]=3[CH3:1])[N:6]([C@@H:11]3[O:28][C@H:27]([CH2:29][OH:30])[C@@H:22]([OH:23])[C@H:17]([OH:18])[C@H:12]3[OH:13])[CH:5]=2)=[CH:38][CH:37]=1)[CH3:35].